Dataset: Forward reaction prediction with 1.9M reactions from USPTO patents (1976-2016). Task: Predict the product of the given reaction. (1) Given the reactants F[B-](F)(F)F.[C:6]1([OH:12])[CH:11]=[CH:10][CH:9]=[CH:8][CH:7]=1.C(O[CH2:17][CH:18]=[CH2:19])(=O)C, predict the reaction product. The product is: [CH2:19]([O:12][C:6]1[CH:11]=[CH:10][CH:9]=[CH:8][CH:7]=1)[CH:18]=[CH2:17].[C:6]1([OH:12])[CH:11]=[CH:10][CH:9]=[CH:8][CH:7]=1. (2) Given the reactants B#B.[F:3][C:4]1[CH:5]=[C:6]2[C:11](=[CH:12][CH:13]=1)[C:10](=O)[NH:9][CH2:8][CH2:7]2.O, predict the reaction product. The product is: [F:3][C:4]1[CH:5]=[C:6]2[C:11](=[CH:12][CH:13]=1)[CH2:10][NH:9][CH2:8][CH2:7]2. (3) The product is: [C:24]1([C:27]2[CH:28]=[CH:29][CH:30]=[CH:31][CH:32]=2)[CH:23]=[CH:22][C:21]([CH2:20][CH2:5][C:3](=[O:4])[CH2:2][C:1]([O:7][C:8]([CH3:11])([CH3:10])[CH3:9])=[O:6])=[CH:26][CH:25]=1. Given the reactants [C:1]([O:7][C:8]([CH3:11])([CH3:10])[CH3:9])(=[O:6])[CH2:2][C:3]([CH3:5])=[O:4].[H-].[Na+].C([Li])CCC.Br[CH2:20][C:21]1[CH:26]=[CH:25][C:24]([C:27]2[CH:32]=[CH:31][CH:30]=[CH:29][CH:28]=2)=[CH:23][CH:22]=1.Cl, predict the reaction product. (4) Given the reactants [CH:1]([N:5]1[C:13]2[CH:12]=[C:11]([Cl:14])[N:10]=[CH:9][C:8]=2[C:7](I)=[N:6]1)([CH2:3][CH3:4])[CH3:2].[NH:16]1[CH2:21][CH2:20][S:19][CH2:18][CH2:17]1.C1(P(C2C=CC=CC=2)C2C3OC4C(=CC=CC=4P(C4C=CC=CC=4)C4C=CC=CC=4)C(C)(C)C=3C=CC=2)C=CC=CC=1.C(=O)([O-])[O-].[Cs+].[Cs+], predict the reaction product. The product is: [CH:1]([N:5]1[C:13]2[CH:12]=[C:11]([Cl:14])[N:10]=[CH:9][C:8]=2[C:7]([N:16]2[CH2:21][CH2:20][S:19][CH2:18][CH2:17]2)=[N:6]1)([CH2:3][CH3:4])[CH3:2]. (5) Given the reactants C(N(CC)CC)C.[NH2:8][C:9]1[S:10][C:11]([C:15]2[N:16]=[C:17]([CH2:20][C:21]#[N:22])[S:18][CH:19]=2)=[C:12]([CH3:14])[N:13]=1.[CH:23]1[N:27]=[CH:26][N:25]([C:28](N2C=NC=C2)=[O:29])[CH:24]=1.CN(C=O)C, predict the reaction product. The product is: [C:21]([CH2:20][C:17]1[S:18][CH:19]=[C:15]([C:11]2[S:10][C:9]([NH:8][C:28]([N:25]3[CH:24]=[CH:23][N:27]=[CH:26]3)=[O:29])=[N:13][C:12]=2[CH3:14])[N:16]=1)#[N:22]. (6) Given the reactants [N+:1]([C:4]1[NH:8][N:7]=[C:6]([C:9]([OH:11])=[O:10])[CH:5]=1)([O-:3])=[O:2].S(Cl)(Cl)=O.[CH3:16]O, predict the reaction product. The product is: [N+:1]([C:4]1[NH:8][N:7]=[C:6]([C:9]([O:11][CH3:16])=[O:10])[CH:5]=1)([O-:3])=[O:2]. (7) Given the reactants [F:1][C:2]1[CH:3]=[C:4]([CH2:17][OH:18])[CH:5]=[C:6]([F:16])[C:7]=1[O:8][C:9]1[CH:10]=[N:11][C:12]([F:15])=[CH:13][CH:14]=1.Cl[C:20]1[CH:21]=[C:22]2[N:29]([CH3:30])[C:28]([CH3:32])([CH3:31])[CH2:27][N:23]2[C:24](=[O:26])[N:25]=1, predict the reaction product. The product is: [F:1][C:2]1[CH:3]=[C:4]([CH:5]=[C:6]([F:16])[C:7]=1[O:8][C:9]1[CH:10]=[N:11][C:12]([F:15])=[CH:13][CH:14]=1)[CH2:17][O:18][C:20]1[CH:21]=[C:22]2[N:29]([CH3:30])[C:28]([CH3:32])([CH3:31])[CH2:27][N:23]2[C:24](=[O:26])[N:25]=1.